This data is from Catalyst prediction with 721,799 reactions and 888 catalyst types from USPTO. The task is: Predict which catalyst facilitates the given reaction. Product: [C:11]([C:13]([C:16]1[CH:17]=[C:18]([CH:33]=[CH:34][CH:35]=1)[C:19]([NH:21][C:22]1[CH:27]=[CH:26][C:25]([C:28]([F:29])([F:31])[F:30])=[C:24]([O:32][C:2]2[CH:7]=[CH:6][C:5]([N+:8]([O-:10])=[O:9])=[CH:4][N:3]=2)[CH:23]=1)=[O:20])([CH3:15])[CH3:14])#[N:12]. Reactant: Cl[C:2]1[CH:7]=[CH:6][C:5]([N+:8]([O-:10])=[O:9])=[CH:4][N:3]=1.[C:11]([C:13]([C:16]1[CH:17]=[C:18]([CH:33]=[CH:34][CH:35]=1)[C:19]([NH:21][C:22]1[CH:27]=[CH:26][C:25]([C:28]([F:31])([F:30])[F:29])=[C:24]([OH:32])[CH:23]=1)=[O:20])([CH3:15])[CH3:14])#[N:12].C(=O)([O-])[O-].[K+].[K+].O. The catalyst class is: 9.